Dataset: Full USPTO retrosynthesis dataset with 1.9M reactions from patents (1976-2016). Task: Predict the reactants needed to synthesize the given product. (1) Given the product [Br:1][C:2]1[CH:7]=[CH:6][C:5]([S:38]([CH3:16])(=[O:40])=[O:37])=[C:4]([O:9][C:10]([F:13])([F:12])[F:11])[CH:3]=1, predict the reactants needed to synthesize it. The reactants are: [Br:1][C:2]1[CH:7]=[CH:6][C:5](S)=[C:4]([O:9][C:10]([F:13])([F:12])[F:11])[CH:3]=1.IC.[C:16](=O)([O-])[O-].[K+].[K+].BrC1C=CC(SC)=C(OC(F)(F)F)C=1.O[O:37][S:38]([O-:40])=O.[K+]. (2) Given the product [Cl:38][C:39]1[CH:40]=[C:41]2[C:45](=[CH:46][CH:47]=1)[N:44]([C:34]([NH:1][C:2]1[CH:3]=[CH:4][C:5]([C:8]3[CH:13]=[CH:12][C:11]([C:14]([NH:16][C@H:17]([C:21]([O:23][CH3:24])=[O:22])[CH:18]([CH3:20])[CH3:19])=[O:15])=[CH:10][CH:9]=3)=[CH:6][CH:7]=1)=[O:35])[CH2:43][CH2:42]2, predict the reactants needed to synthesize it. The reactants are: [NH2:1][C:2]1[CH:7]=[CH:6][C:5]([C:8]2[CH:13]=[CH:12][C:11]([C:14]([NH:16][C@H:17]([C:21]([O:23][CH3:24])=[O:22])[CH:18]([CH3:20])[CH3:19])=[O:15])=[CH:10][CH:9]=2)=[CH:4][CH:3]=1.C(N(CC)CC)C.[OH-].[Na+].[C:34](Cl)(Cl)=[O:35].[Cl:38][C:39]1[CH:40]=[C:41]2[C:45](=[CH:46][CH:47]=1)[NH:44][CH2:43][CH2:42]2. (3) Given the product [CH3:25][O:24][C:21]1[CH:22]=[CH:23][C:18]([CH2:17][N:16]([CH2:26][C:27]2[CH:32]=[CH:31][C:30]([O:33][CH3:34])=[CH:29][CH:28]=2)[C:11]2[N:12]=[C:13]([CH3:15])[N:14]=[C:9]([C:4]3[CH:3]=[C:2]([CH2:88][N:85]4[CH2:86][CH2:87][N:82]([C:80]([O:79][C:75]([CH3:78])([CH3:77])[CH3:76])=[O:81])[CH2:83][C@H:84]4[CH3:93])[CH:7]=[N:6][C:5]=3[F:8])[N:10]=2)=[CH:19][CH:20]=1, predict the reactants needed to synthesize it. The reactants are: Cl[C:2]1[CH:3]=[C:4]([C:9]2[N:14]=[C:13]([CH3:15])[N:12]=[C:11]([N:16]([CH2:26][C:27]3[CH:32]=[CH:31][C:30]([O:33][CH3:34])=[CH:29][CH:28]=3)[CH2:17][C:18]3[CH:23]=[CH:22][C:21]([O:24][CH3:25])=[CH:20][CH:19]=3)[N:10]=2)[C:5]([F:8])=[N:6][CH:7]=1.C1(P(C2CCCCC2)C2C=CC=CC=2C2C(C(C)C)=CC(C(C)C)=CC=2C(C)C)CCCCC1.C(=O)([O-])[O-].[Cs+].[Cs+].[C:75]([O:79][C:80]([N:82]1[CH2:87][CH2:86][N:85]([CH2:88][B-](F)(F)F)[C@H:84]([CH3:93])[CH2:83]1)=[O:81])([CH3:78])([CH3:77])[CH3:76].[K+].C(N1CCN[C@H](C)C1)(OC(C)(C)C)=O. (4) Given the product [CH3:1][C@@H:2]([NH:12][CH2:13][C@H:14]([OH:25])[C:15]1[CH:16]=[CH:17][C:18]([OH:24])=[C:19]([NH:21][CH:22]=[O:23])[CH:20]=1)[CH2:3][C:4]1[CH:5]=[CH:6][C:7]([O:10][CH3:11])=[CH:8][CH:9]=1, predict the reactants needed to synthesize it. The reactants are: [CH3:1][C@@H:2]([NH:12][CH2:13][C@H:14]([OH:25])[C:15]1[CH:16]=[CH:17][C:18]([OH:24])=[C:19]([NH:21][CH:22]=[O:23])[CH:20]=1)[CH2:3][C:4]1[CH:5]=[CH:6][C:7]([O:10][CH3:11])=[CH:8][CH:9]=1.C([C@H]([C@@H](C([O-])=O)O)O)([O-])=O.C[C@@H](NC[C@H](O)C1C=CC(O)=C(NC=O)C=1)CC1C=CC(OC)=CC=1.C([C@@H]([C@H](C([O-])=O)O)O)([O-])=O. (5) Given the product [F:13][CH:2]([F:1])[C:3]1[C:4]([F:12])=[C:5]([CH:6]=[CH:7][CH:8]=1)[NH2:9], predict the reactants needed to synthesize it. The reactants are: [F:1][CH:2]([F:13])[C:3]1[CH:8]=[CH:7][CH:6]=[C:5]([N+:9]([O-])=O)[C:4]=1[F:12].[NH4+].[Cl-].CCO. (6) Given the product [ClH:21].[CH2:19]([O:3][C@@H:4]1[CH2:9][CH2:8][CH2:7][NH:6][CH2:5]1)[CH:18]=[CH2:17], predict the reactants needed to synthesize it. The reactants are: [H-].[Na+].[OH:3][C@@H:4]1[CH2:9][CH2:8][CH2:7][N:6](C(OC(C)(C)C)=O)[CH2:5]1.[CH2:17](Br)[CH:18]=[CH2:19].[ClH:21].O1CCOCC1. (7) Given the product [Cl:1][C:2]1[CH:3]=[C:4]([N:13]([CH:14]2[CH2:18][CH2:17][CH2:16][CH2:15]2)[CH2:25][CH3:26])[C:5]([CH3:12])=[C:6]([CH:11]=1)[C:7]([O:9][CH3:10])=[O:8], predict the reactants needed to synthesize it. The reactants are: [Cl:1][C:2]1[CH:3]=[C:4]([NH:13][CH:14]2[CH2:18][CH2:17][CH2:16][CH2:15]2)[C:5]([CH3:12])=[C:6]([CH:11]=1)[C:7]([O:9][CH3:10])=[O:8].C(=O)([O-])[O-].[Cs+].[Cs+].[CH2:25](I)[CH3:26]. (8) Given the product [CH3:1][O:2][C:3](=[O:20])[NH:4][CH:5]1[CH2:17][C:16]2[C:15]3[C:10](=[CH:11][CH:12]=[C:13]([C:18]#[N:19])[CH:14]=3)[N:9]([CH2:35][C:34]3[CH:37]=[CH:38][CH:39]=[C:32]([F:31])[CH:33]=3)[C:8]=2[CH2:7][CH2:6]1, predict the reactants needed to synthesize it. The reactants are: [CH3:1][O:2][C:3](=[O:20])[NH:4][CH:5]1[CH2:17][C:16]2[C:15]3[C:10](=[CH:11][CH:12]=[C:13]([C:18]#[N:19])[CH:14]=3)[NH:9][C:8]=2[CH2:7][CH2:6]1.C[Si]([N-][Si](C)(C)C)(C)C.[K+].[F:31][C:32]1[CH:33]=[C:34]([CH:37]=[CH:38][CH:39]=1)[CH2:35]Br.